This data is from Full USPTO retrosynthesis dataset with 1.9M reactions from patents (1976-2016). The task is: Predict the reactants needed to synthesize the given product. (1) Given the product [CH:1]1([C:4]#[C:5][C:6]2[C:15]3[N:14]=[C:13]([NH:16][C@H:17]4[CH2:22][CH2:21][CH2:20][NH:19][CH2:18]4)[C:12]4[CH:30]=[CH:31][N:32]=[CH:33][C:11]=4[C:10]=3[C:9](=[O:34])[NH:8][CH:7]=2)[CH2:3][CH2:2]1, predict the reactants needed to synthesize it. The reactants are: [CH:1]1([C:4]#[C:5][C:6]2[C:15]3[N:14]=[C:13]([NH:16][C@H:17]4[CH2:22][CH2:21][CH2:20][N:19](C(OC(C)(C)C)=O)[CH2:18]4)[C:12]4[CH:30]=[CH:31][N:32]=[CH:33][C:11]=4[C:10]=3[C:9](=[O:34])[NH:8][CH:7]=2)[CH2:3][CH2:2]1.FC(F)(F)C(O)=O. (2) Given the product [O:1]=[C:2]1[C:10](=[CH:24][C:23]2[NH:22][CH:21]=[C:20]3[C:19]=2[CH2:18][CH2:17][NH:16][C:15]3=[O:14])[C:9]2[C:4](=[CH:5][CH:6]=[C:7]([C:11]([OH:13])=[O:12])[CH:8]=2)[NH:3]1, predict the reactants needed to synthesize it. The reactants are: [O:1]=[C:2]1[CH2:10][C:9]2[C:4](=[CH:5][CH:6]=[C:7]([C:11]([OH:13])=[O:12])[CH:8]=2)[NH:3]1.[O:14]=[C:15]1[C:20]2=[CH:21][NH:22][C:23]([CH:24]=O)=[C:19]2[CH2:18][CH2:17][NH:16]1.N1CCCCC1. (3) The reactants are: [O:1]1[CH2:6][CH2:5][CH:4]=[CH:3][CH:2]1[C:7]1[CH:8]=[CH:9][C:10](=[O:28])[N:11]([CH2:13][CH2:14][O:15][C:16]2[C:25]3[C:20](=[CH:21][C:22]([O:26][CH3:27])=[CH:23][CH:24]=3)[N:19]=[CH:18][CH:17]=2)[CH:12]=1. Given the product [CH3:27][O:26][C:22]1[CH:21]=[C:20]2[C:25]([C:16]([O:15][CH2:14][CH2:13][N:11]3[CH:12]=[C:7]([CH:2]4[CH2:3][CH2:4][CH2:5][CH2:6][O:1]4)[CH:8]=[CH:9][C:10]3=[O:28])=[CH:17][CH:18]=[N:19]2)=[CH:24][CH:23]=1, predict the reactants needed to synthesize it. (4) Given the product [CH3:25][C:26]1[CH:27]=[CH:28][N:29]=[CH:30][C:31]=1[C:32]1[O:1][N:2]=[C:3]([C:5]2[CH:13]=[CH:12][C:11]3[N:10]4[CH2:14][CH2:15][CH:16]([CH2:17][C:18]([OH:20])=[O:19])[C:9]4=[CH:8][C:7]=3[CH:6]=2)[N:4]=1, predict the reactants needed to synthesize it. The reactants are: [OH:1][N:2]=[C:3]([C:5]1[CH:13]=[CH:12][C:11]2[N:10]3[CH2:14][CH2:15][CH:16]([CH2:17][C:18]([O:20]C(C)(C)C)=[O:19])[C:9]3=[CH:8][C:7]=2[CH:6]=1)[NH2:4].[CH3:25][C:26]1[C:31]([C:32](O)=O)=[CH:30][N:29]=[CH:28][CH:27]=1. (5) Given the product [Cl:15][C:10]1[CH:9]=[CH:8][C:7]2[NH:6][C:5]3[C:13]([C:12]=2[CH:11]=1)=[CH:14][C:2]([F:1])=[CH:3][CH:4]=3, predict the reactants needed to synthesize it. The reactants are: [F:1][C:2]1[CH:3]=[CH:4][C:5]2[NH:6][C:7]3[C:12]([C:13]=2[CH:14]=1)=[CH:11][CH:10]=[CH:9][CH:8]=3.[Cl:15]N1C(=O)CCC1=O. (6) Given the product [CH3:6][O:7][CH2:8][CH2:9][O:10][CH3:11].[V:2]([Cl:5])([Cl:4])([Cl:3])[Cl:1], predict the reactants needed to synthesize it. The reactants are: [Cl:1][V:2]([Cl:5])([Cl:4])[Cl:3].[CH3:6][O:7][CH2:8][CH2:9][O:10][CH3:11]. (7) Given the product [CH:13]1([NH:16][C:17](=[C:2]([C:1]#[N:5])[C:3]#[N:4])[S:18][CH3:6])[CH2:15][CH2:14]1, predict the reactants needed to synthesize it. The reactants are: [C:1](#[N:5])[CH2:2][C:3]#[N:4].[CH2:6](N(CC)CC)C.[CH:13]1([N:16]=[C:17]=[S:18])[CH2:15][CH2:14]1.ClC1C=CC(N=C=S)=CC=1.CI. (8) Given the product [CH3:1][C:2]1[N:3]=[C:4]2[CH:12]=[CH:11][CH:10]=[C:9]3[N:5]2[C:6]=1[C:7](=[O:13])[N:8]3[CH2:17][CH2:18][CH2:19][N:20]1[C:24](=[O:25])[C:23]2=[CH:26][CH:27]=[CH:28][CH:29]=[C:22]2[C:21]1=[O:30], predict the reactants needed to synthesize it. The reactants are: [CH3:1][C:2]1[N:3]=[C:4]2[CH:12]=[CH:11][CH:10]=[C:9]3[N:5]2[C:6]=1[C:7](=[O:13])[NH:8]3.[H-].[Na+].Br[CH2:17][CH2:18][CH2:19][N:20]1[C:24](=[O:25])[C:23]2=[CH:26][CH:27]=[CH:28][CH:29]=[C:22]2[C:21]1=[O:30].O. (9) Given the product [CH3:30][C:26]1([CH3:29])[C:25]2[C:20]([O:19][C:16]3[N:15]=[CH:14][C:13]([NH:12][C:10](=[O:11])[C@@H:9]([CH3:31])[NH2:5])=[CH:18][CH:17]=3)=[CH:21][CH:22]=[CH:23][C:24]=2[O:28][CH2:27]1, predict the reactants needed to synthesize it. The reactants are: CC([N:5]([C@H:9]([CH3:31])[C:10]([NH:12][C:13]1[CH:14]=[N:15][C:16]([O:19][C:20]2[C:25]3[C:26]([CH3:30])([CH3:29])[CH2:27][O:28][C:24]=3[CH:23]=[CH:22][CH:21]=2)=[CH:17][CH:18]=1)=[O:11])C(=O)[O-])(C)C.C(O)(C(F)(F)F)=O.